From a dataset of Peptide-MHC class I binding affinity with 185,985 pairs from IEDB/IMGT. Regression. Given a peptide amino acid sequence and an MHC pseudo amino acid sequence, predict their binding affinity value. This is MHC class I binding data. (1) The peptide sequence is KTTIKFHPW. The MHC is HLA-B15:17 with pseudo-sequence HLA-B15:17. The binding affinity (normalized) is 0.692. (2) The peptide sequence is YIYTRSFQM. The MHC is HLA-C07:02 with pseudo-sequence HLA-C07:02. The binding affinity (normalized) is 0.529. (3) The peptide sequence is RVFNEYGFV. The MHC is HLA-A02:01 with pseudo-sequence HLA-A02:01. The binding affinity (normalized) is 0.515. (4) The peptide sequence is IPRLGGMAF. The MHC is HLA-B35:01 with pseudo-sequence HLA-B35:01. The binding affinity (normalized) is 0.936. (5) The peptide sequence is DYPYRLWHY. The MHC is HLA-B08:01 with pseudo-sequence HLA-B08:01. The binding affinity (normalized) is 0. (6) The peptide sequence is ELAELLEMK. The binding affinity (normalized) is 0.761. The MHC is HLA-A68:01 with pseudo-sequence HLA-A68:01. (7) The peptide sequence is AMQDPNPEV. The MHC is HLA-B27:05 with pseudo-sequence HLA-B27:05. The binding affinity (normalized) is 0.0847.